Predict which catalyst facilitates the given reaction. From a dataset of Catalyst prediction with 721,799 reactions and 888 catalyst types from USPTO. (1) Reactant: [H-].[H-].[H-].[H-].[Li+].[Al+3].[F:7][C:8]([F:28])([F:27])[O:9][C:10]1[CH:26]=[CH:25][C:13]([CH2:14][C:15]2[CH:24]=[CH:23][C:18]([C:19](OC)=[O:20])=[CH:17][CH:16]=2)=[CH:12][CH:11]=1.CCOC(C)=O. Product: [F:7][C:8]([F:27])([F:28])[O:9][C:10]1[CH:26]=[CH:25][C:13]([CH2:14][C:15]2[CH:24]=[CH:23][C:18]([CH2:19][OH:20])=[CH:17][CH:16]=2)=[CH:12][CH:11]=1. The catalyst class is: 28. (2) Reactant: [N+:1]([C:4]1[CH:15]=[CH:14][C:7]2[N:8]=[C:9]([NH2:13])[N:10]=[N+:11]([O-:12])[C:6]=2[CH:5]=1)([O-:3])=[O:2].[F:16][C:17]([F:28])([F:27])[C:18](O[C:18](=[O:19])[C:17]([F:28])([F:27])[F:16])=[O:19]. Product: [N+:1]([C:4]1[CH:15]=[CH:14][C:7]2[N:8]=[C:9]([NH:13][C:18](=[O:19])[C:17]([F:28])([F:27])[F:16])[N:10]=[N+:11]([O-:12])[C:6]=2[CH:5]=1)([O-:3])=[O:2]. The catalyst class is: 22. (3) The catalyst class is: 3. Reactant: [OH:1][C:2]1[CH:10]=[CH:9][C:5]([C:6]([OH:8])=[O:7])=[CH:4][C:3]=1[C:11]([F:14])([F:13])[F:12].S(Cl)(Cl)=O.[CH3:19]O. Product: [OH:1][C:2]1[CH:10]=[CH:9][C:5]([C:6]([O:8][CH3:19])=[O:7])=[CH:4][C:3]=1[C:11]([F:12])([F:13])[F:14]. (4) Reactant: [CH3:1][O:2][C:3]1[CH:8]=[CH:7][C:6]([S:9][C:10]2[CH:15]=[CH:14][C:13]([CH2:16][N:17]3[CH2:22][CH2:21][CH:20]([C:23]4[CH:24]=[C:25]([NH:30]C(OCC5C=CC=CC=5)=O)[CH:26]=[CH:27][C:28]=4[CH3:29])[CH2:19][CH2:18]3)=[CH:12][CH:11]=2)=[CH:5][CH:4]=1.[OH-].[K+]. Product: [CH3:1][O:2][C:3]1[CH:8]=[CH:7][C:6]([S:9][C:10]2[CH:11]=[CH:12][C:13]([CH2:16][N:17]3[CH2:22][CH2:21][CH:20]([C:23]4[CH:24]=[C:25]([NH2:30])[CH:26]=[CH:27][C:28]=4[CH3:29])[CH2:19][CH2:18]3)=[CH:14][CH:15]=2)=[CH:5][CH:4]=1. The catalyst class is: 5. (5) Reactant: C(O[C:6](=O)[N:7](C)[CH:8]([CH3:42])[C:9]([NH:11][C:12]1[CH:17]=[CH:16][C:15]([C:18]2[N:22]3[CH:23]=[CH:24][CH:25]=[CH:26][C:21]3=[N:20][C:19]=2[CH3:27])=[C:14]([C:28]#[C:29][C:30]2[CH:31]=[C:32]3[C:37](=[CH:38][CH:39]=2)[N:36]([CH3:40])[C:35](=[O:41])[CH:34]=[CH:33]3)[N:13]=1)=[O:10])(C)(C)C.C(Cl)Cl.C(O)(C(F)(F)F)=O.C([O-])(O)=O.[Na+]. Product: [CH3:6][NH:7][CH:8]([CH3:42])[C:9]([NH:11][C:12]1[CH:17]=[CH:16][C:15]([C:18]2[N:22]3[CH:23]=[CH:24][CH:25]=[CH:26][C:21]3=[N:20][C:19]=2[CH3:27])=[C:14]([C:28]#[C:29][C:30]2[CH:31]=[C:32]3[C:37](=[CH:38][CH:39]=2)[N:36]([CH3:40])[C:35](=[O:41])[CH:34]=[CH:33]3)[N:13]=1)=[O:10]. The catalyst class is: 2. (6) Reactant: C(=O)([O-])[O-].[K+].[K+].[CH:7]1([O:12][C:13]2[CH:14]=[C:15]([C:21]3[CH:26]=[CH:25][N:24]=[C:23]([N:27]4[C:31]5[CH:32]=[CH:33][CH:34]=[CH:35][C:30]=5[N:29](C(OC(C)(C)C)=O)[C:28]4=[O:43])[N:22]=3)[CH:16]=[CH:17][C:18]=2[O:19][CH3:20])[CH2:11][CH2:10][CH2:9][CH2:8]1. Product: [CH:7]1([O:12][C:13]2[CH:14]=[C:15]([C:21]3[CH:26]=[CH:25][N:24]=[C:23]([N:27]4[C:31]5[CH:32]=[CH:33][CH:34]=[CH:35][C:30]=5[NH:29][C:28]4=[O:43])[N:22]=3)[CH:16]=[CH:17][C:18]=2[O:19][CH3:20])[CH2:11][CH2:10][CH2:9][CH2:8]1. The catalyst class is: 5. (7) Reactant: [NH2:1][C:2]1[CH:3]=[CH:4][C:5]2[S:9][C:8]([NH:10][C:11](=[O:18])[C:12]3[CH:17]=[CH:16][CH:15]=[CH:14][CH:13]=3)=[N:7][C:6]=2[CH:19]=1.Cl[C:21]1[N:26]=[C:25]([N:27]2[CH2:32][CH2:31][N:30]([CH3:33])[CH2:29][CH2:28]2)[CH:24]=[CH:23][N:22]=1.C(=O)([O-])O.[Na+]. Product: [CH3:33][N:30]1[CH2:29][CH2:28][N:27]([C:25]2[CH:24]=[CH:23][N:22]=[C:21]([NH:1][C:2]3[CH:3]=[CH:4][C:5]4[S:9][C:8]([NH:10][C:11](=[O:18])[C:12]5[CH:17]=[CH:16][CH:15]=[CH:14][CH:13]=5)=[N:7][C:6]=4[CH:19]=3)[N:26]=2)[CH2:32][CH2:31]1. The catalyst class is: 823.